Dataset: Full USPTO retrosynthesis dataset with 1.9M reactions from patents (1976-2016). Task: Predict the reactants needed to synthesize the given product. (1) Given the product [CH2:1]([NH:8][C:9]([C:11]1[C:12]([C:17]2[CH:22]=[CH:21][CH:20]=[CH:19][C:18]=2[CH2:23][NH:24][S:32]([C:28]2[CH:29]=[CH:30][CH:31]=[C:26]([F:25])[CH:27]=2)(=[O:34])=[O:33])=[CH:13][CH:14]=[CH:15][CH:16]=1)=[O:10])[C:2]1[CH:3]=[CH:4][CH:5]=[CH:6][CH:7]=1, predict the reactants needed to synthesize it. The reactants are: [CH2:1]([NH:8][C:9]([C:11]1[C:12]([C:17]2[CH:22]=[CH:21][CH:20]=[CH:19][C:18]=2[CH2:23][NH2:24])=[CH:13][CH:14]=[CH:15][CH:16]=1)=[O:10])[C:2]1[CH:7]=[CH:6][CH:5]=[CH:4][CH:3]=1.[F:25][C:26]1[CH:27]=[C:28]([S:32](Cl)(=[O:34])=[O:33])[CH:29]=[CH:30][CH:31]=1.C(NC(C1C(C2C=CC=CC=2C(S(C2C=CC=C(F)C=2)(=O)=O)N)=CC=CC=1)=O)C1C=CC=CC=1. (2) Given the product [CH3:1][N:2]1[CH:6]=[CH:5][C:4]([N:7]2[CH2:12][CH2:11][CH:10]([C:8]#[N:9])[C:13]2=[O:14])=[N:3]1, predict the reactants needed to synthesize it. The reactants are: [CH3:1][N:2]1[CH:6]=[CH:5][C:4]([NH2:7])=[N:3]1.[C:8]([C:10]1([C:13](OCC)=[O:14])[CH2:12][CH2:11]1)#[N:9]. (3) Given the product [CH2:1]([CH:5]1[CH2:9][C:8]2([CH2:13][CH2:12][CH2:11][CH2:10][CH2:16]2)[C:7](=[O:14])[O:6]1)[CH2:2][CH:3]=[CH2:4], predict the reactants needed to synthesize it. The reactants are: [CH2:1]([CH:5]1[CH2:9][C:8]2([CH2:13][CH2:12][CH2:11][CH2:10]2)[C:7](=[O:14])[O:6]1)[CH2:2][CH:3]=[CH2:4].O[CH:16]1CC2(CCCCC2)C(=O)O1.OC1CC2(CCCC2)C(=O)O1. (4) Given the product [Cl:16][C:17]1[CH:22]=[CH:21][CH:20]=[C:19]([Cl:23])[C:18]=1[C:24]1[NH:25][C:26]2[CH:32]=[C:31]([C:33]3[O:34][C:12]([NH:1][C:2]4[CH:11]=[CH:10][C:9]5[C:4](=[CH:5][CH:6]=[CH:7][CH:8]=5)[N:3]=4)=[N:36][N:35]=3)[CH:30]=[CH:29][C:27]=2[N:28]=1, predict the reactants needed to synthesize it. The reactants are: [NH2:1][C:2]1[CH:11]=[CH:10][C:9]2[C:4](=[CH:5][CH:6]=[CH:7][CH:8]=2)[N:3]=1.[C:12](Cl)(Cl)=S.[Cl:16][C:17]1[CH:22]=[CH:21][CH:20]=[C:19]([Cl:23])[C:18]=1[C:24]1[NH:25][C:26]2[CH:32]=[C:31]([C:33]([NH:35][NH2:36])=[O:34])[CH:30]=[CH:29][C:27]=2[N:28]=1.CCN=C=NCCCN(C)C.